Dataset: Forward reaction prediction with 1.9M reactions from USPTO patents (1976-2016). Task: Predict the product of the given reaction. (1) Given the reactants [C:1]12[C:7](=[CH:8][CH:9]=[CH:10][CH:11]=1)[NH:6][C:5](=[O:12])[O:4][C:2]2=[O:3].[H-].[Na+].[CH2:15](Br)[C:16]1[CH:21]=[CH:20][CH:19]=[CH:18][CH:17]=1, predict the reaction product. The product is: [CH2:15]([N:6]1[C:5](=[O:12])[O:4][C:2](=[O:3])[C:1]2=[CH:11][CH:10]=[CH:9][CH:8]=[C:7]12)[C:16]1[CH:21]=[CH:20][CH:19]=[CH:18][CH:17]=1. (2) Given the reactants [CH3:1][C:2]1[N:3]=[C:4]([NH:7][C:8]2[CH:9]=[C:10]([OH:14])[CH:11]=[CH:12][CH:13]=2)[S:5][CH:6]=1.C([O-])([O-])=O.[K+].[K+].Br[CH2:22][CH:23]=[C:24]([CH3:26])[CH3:25], predict the reaction product. The product is: [CH3:1][C:2]1[N:3]=[C:4]([NH:7][C:8]2[CH:13]=[CH:12][CH:11]=[C:10]([O:14][CH2:22][CH:23]=[C:24]([CH3:26])[CH3:25])[CH:9]=2)[S:5][CH:6]=1. (3) Given the reactants [OH:1][CH2:2][C:3]([N:5]([CH2:7][CH2:8][N:9]([C:11]1[CH:16]=[CH:15][C:14]([N+:17]([O-:19])=[O:18])=[C:13]([O:20][CH3:21])[CH:12]=1)[CH3:10])[CH3:6])=O, predict the reaction product. The product is: [CH3:21][O:20][C:13]1[CH:12]=[C:11]([N:9]([CH3:10])[CH2:8][CH2:7][N:5]([CH3:6])[CH2:3][CH2:2][OH:1])[CH:16]=[CH:15][C:14]=1[N+:17]([O-:19])=[O:18]. (4) Given the reactants [F:1][C:2]1[CH:3]=[C:4]([C:14](=[O:16])[CH3:15])[CH:5]=[CH:6][C:7]=1[N:8]1[CH2:13][CH2:12][NH:11][CH2:10][CH2:9]1.[CH3:17][S:18]([C:21]1[CH:22]=[CH:23][C:24]([C:30]2[S:31][CH:32]=[CH:33][N:34]=2)=[C:25]([CH:29]=1)[C:26](O)=[O:27])(=[O:20])=[O:19], predict the reaction product. The product is: [F:1][C:2]1[CH:3]=[C:4]([C:14](=[O:16])[CH3:15])[CH:5]=[CH:6][C:7]=1[N:8]1[CH2:13][CH2:12][N:11]([C:26](=[O:27])[C:25]2[CH:29]=[C:21]([S:18]([CH3:17])(=[O:20])=[O:19])[CH:22]=[CH:23][C:24]=2[C:30]2[S:31][CH:32]=[CH:33][N:34]=2)[CH2:10][CH2:9]1. (5) Given the reactants [C:1]([O:4][C@H:5]1[C@@H:18]([O:19][C:20](=[O:22])[CH3:21])[C@H:17]([O:23][C:24](=[O:26])[CH3:25])[C@@H:16]([CH2:27][O:28][C:29](=[O:31])[CH3:30])[O:15][C@@H:6]1[O:7][C:8]1[CH:13]=[CH:12][C:11](I)=[CH:10][CH:9]=1)(=[O:3])[CH3:2].C([O-])([O-])=O.[Cs+].[Cs+].[N+:38]([C:41]1[CH:42]=[C:43]2[C:47](=[CH:48][CH:49]=1)[NH:46][CH2:45][CH2:44]2)([O-:40])=[O:39], predict the reaction product. The product is: [C:1]([O:4][C@H:5]1[C@@H:18]([O:19][C:20](=[O:22])[CH3:21])[C@H:17]([O:23][C:24](=[O:26])[CH3:25])[C@@H:16]([CH2:27][O:28][C:29](=[O:31])[CH3:30])[O:15][C@@H:6]1[O:7][C:8]1[CH:13]=[CH:12][C:11]([N:46]2[C:47]3[C:43](=[CH:42][C:41]([N+:38]([O-:40])=[O:39])=[CH:49][CH:48]=3)[CH2:44][CH2:45]2)=[CH:10][CH:9]=1)(=[O:3])[CH3:2]. (6) Given the reactants C[N:2](C(ON1N=NC2C=CC=NC1=2)=[N+](C)C)C.F[P-](F)(F)(F)(F)F.C(N(CC)CC)C.[C:32]([C:36]1[CH:37]=[C:38]2[C:43](=[CH:44][CH:45]=1)[C:42](=[O:46])[N:41]([C:47]1[C:48]([CH2:61][OH:62])=[C:49]([C:53]3[CH:54]=[C:55]([C:58]([OH:60])=O)[NH:56][CH:57]=3)[CH:50]=[CH:51][CH:52]=1)[N:40]=[CH:39]2)([CH3:35])([CH3:34])[CH3:33], predict the reaction product. The product is: [C:32]([C:36]1[CH:37]=[C:38]2[C:43](=[CH:44][CH:45]=1)[C:42](=[O:46])[N:41]([C:47]1[C:48]([CH2:61][OH:62])=[C:49]([C:53]3[CH:54]=[C:55]([C:58]([NH2:2])=[O:60])[NH:56][CH:57]=3)[CH:50]=[CH:51][CH:52]=1)[N:40]=[CH:39]2)([CH3:33])([CH3:35])[CH3:34]. (7) Given the reactants C([NH:8][C@H:9]1[CH2:13][CH2:12][C@H:11]([C:14]2[C:22]3[C:17](=[CH:18][CH:19]=[CH:20][CH:21]=3)[NH:16][CH:15]=2)[CH2:10]1)C1C=CC=CC=1.C([O-])=O.[NH4+], predict the reaction product. The product is: [NH:16]1[C:17]2[C:22](=[CH:21][CH:20]=[CH:19][CH:18]=2)[C:14]([C@H:11]2[CH2:12][CH2:13][C@H:9]([NH2:8])[CH2:10]2)=[CH:15]1.